Dataset: Forward reaction prediction with 1.9M reactions from USPTO patents (1976-2016). Task: Predict the product of the given reaction. (1) Given the reactants [Br:1][C:2]1[CH:3]=[C:4]2[C:8](=[CH:9][CH:10]=1)[NH:7][C:6](=[O:11])[C:5]12[CH2:13][CH:12]1[C:14]#[N:15].C[Sn]([N:20]=[N+:21]=[N-:22])(C)C, predict the reaction product. The product is: [Br:1][C:2]1[CH:3]=[C:4]2[C:8](=[CH:9][CH:10]=1)[NH:7][C:6](=[O:11])[C:5]12[CH2:13][CH:12]1[C:14]1[NH:22][N:21]=[N:20][N:15]=1. (2) Given the reactants C([O-])([O-])=O.[K+].[K+].C([O:10][CH2:11][C:12]1[C:17]([CH2:18][NH:19][C:20]([O:22][C:23]([CH3:26])([CH3:25])[CH3:24])=[O:21])=[C:16]([CH3:27])[CH:15]=[C:14]([NH:28][C:29]([O:31][C:32]([CH3:35])([CH3:34])[CH3:33])=[O:30])[N:13]=1)(=O)C, predict the reaction product. The product is: [C:23]([O:22][C:20](=[O:21])[NH:19][CH2:18][C:17]1[C:12]([CH2:11][OH:10])=[N:13][C:14]([NH:28][C:29]([O:31][C:32]([CH3:35])([CH3:34])[CH3:33])=[O:30])=[CH:15][C:16]=1[CH3:27])([CH3:26])([CH3:24])[CH3:25]. (3) Given the reactants CO[C:3]([C:5]1[C:10](=[O:11])[N:9]([CH2:12][C:13]2[CH:18]=[CH:17][C:16]([O:19][CH3:20])=[CH:15][CH:14]=2)[N:8]2[CH:21]=[C:22]([Cl:24])[CH:23]=[C:7]2[C:6]=1[OH:25])=[O:4].[NH2:26][C@H:27]([C:29]([OH:31])=[O:30])[CH3:28].C[O-].[Na+], predict the reaction product. The product is: [Cl:24][C:22]1[CH:23]=[C:7]2[C:6]([OH:25])=[C:5]([C:3]([NH:26][C@@H:27]([CH3:28])[C:29]([OH:31])=[O:30])=[O:4])[C:10](=[O:11])[N:9]([CH2:12][C:13]3[CH:18]=[CH:17][C:16]([O:19][CH3:20])=[CH:15][CH:14]=3)[N:8]2[CH:21]=1. (4) Given the reactants C1(P(C2C=CC=CC=2)C2C=CC=CC=2)C=CC=CC=1.[Cl:20]CC1C=CC(C2CCN(C(OC(C)(C)C)=O)CC2)=CC=1.C(OC([N:48]1[CH2:53][CH2:52][CH:51]([C:54]2[CH:59]=[CH:58][C:57]([CH2:60][N:61]=[N+:62]=[N-:63])=[CH:56][CH:55]=2)[CH2:50][CH2:49]1)=O)(C)(C)C.[N-]=[N+]=[N-].[Na+].Cl.C(OCC)(=O)C, predict the reaction product. The product is: [ClH:20].[N:61]([CH2:60][C:57]1[CH:56]=[CH:55][C:54]([CH:51]2[CH2:52][CH2:53][NH:48][CH2:49][CH2:50]2)=[CH:59][CH:58]=1)=[N+:62]=[N-:63]. (5) The product is: [N:10]1([C:15]([O:1][NH:2][C:3]([O:4][C:5]([CH3:8])([CH3:7])[CH3:6])=[O:9])=[O:16])[CH2:14][CH2:13][CH2:12][CH2:11]1. Given the reactants [OH:1][NH:2][C:3](=[O:9])[O:4][C:5]([CH3:8])([CH3:7])[CH3:6].[N:10]1([C:15](Cl)=[O:16])[CH2:14][CH2:13][CH2:12][CH2:11]1, predict the reaction product. (6) Given the reactants [C:1]([N:6]1[C@@H:10]([C:11]2[CH:16]=[CH:15][CH:14]=[CH:13][CH:12]=2)[CH2:9][O:8][C:7]1=[O:17])(=[O:5])/[CH:2]=[CH:3]/[CH3:4].CCN(C(C)C)C(C)C.CN1C(=O)CCC1.[F:34][C:35]([F:49])([F:48])[C:36]1[CH:37]=[C:38]([CH:41]=[C:42]([C:44]([F:47])([F:46])[F:45])[CH:43]=1)[CH:39]=[O:40], predict the reaction product. The product is: [F:34][C:35]([F:48])([F:49])[C:36]1[CH:37]=[C:38]([C@@H:39]([OH:40])[C@H:2]([CH:3]=[CH2:4])[C:1]([N:6]2[C@@H:10]([C:11]3[CH:12]=[CH:13][CH:14]=[CH:15][CH:16]=3)[CH2:9][O:8][C:7]2=[O:17])=[O:5])[CH:41]=[C:42]([C:44]([F:47])([F:45])[F:46])[CH:43]=1. (7) The product is: [CH3:31][O:30][C:28](=[O:29])[CH2:27][O:19][C:9]1[CH:8]=[C:7]([C:5]2[S:6][C:2]([Br:1])=[CH:3][CH:4]=2)[N:11]([C:12]2[CH:17]=[CH:16][CH:15]=[CH:14][C:13]=2[Cl:18])[N:10]=1. Given the reactants [Br:1][C:2]1[S:6][C:5]([C:7]2[N:11]([C:12]3[CH:17]=[CH:16][CH:15]=[CH:14][C:13]=3[Cl:18])[N:10]=[C:9]([OH:19])[CH:8]=2)=[CH:4][CH:3]=1.C([O-])([O-])=O.[K+].[K+].Br[CH2:27][C:28]([O:30][CH3:31])=[O:29], predict the reaction product. (8) Given the reactants Br[C:2]1[CH:7]=[CH:6][CH:5]=[C:4](Br)[CH:3]=1.[CH3:9][O:10][C:11]1[CH:16]=[CH:15][C:14](B(O)O)=[CH:13][CH:12]=1.[CH3:20][CH2:21][CH2:22][CH2:23][CH2:24][CH3:25].[C:26](OCC)(=[O:28])C, predict the reaction product. The product is: [CH3:26][O:28][C:2]1[CH:7]=[CH:6][C:5]([C:22]2[CH:21]=[CH:20][CH:25]=[C:24]([C:14]3[CH:15]=[CH:16][C:11]([O:10][CH3:9])=[CH:12][CH:13]=3)[CH:23]=2)=[CH:4][CH:3]=1. (9) Given the reactants [Cl:1][C:2]1[CH:3]=[CH:4][C:5]([N:43]2[CH:47]=[C:46]([C:48]([F:51])([F:50])[F:49])[N:45]=[N:44]2)=[C:6]([C:8]2[N:9]=[CH:10][N:11]([C@@H:15]3[C:31]4[CH:32]=[C:27]([CH:28]=[CH:29][N:30]=4)[C:26]4[C:22](=[CH:23][N:24]([C:33]5[CH:38]=[CH:37][N:36]=[C:35]([O:39]C)[CH:34]=5)[N:25]=4)[NH:21][C:20](=[O:41])[C@H:19]([CH3:42])[CH2:18][CH2:17][CH2:16]3)[C:12](=[O:14])[CH:13]=2)[CH:7]=1.Cl, predict the reaction product. The product is: [Cl:1][C:2]1[CH:3]=[CH:4][C:5]([N:43]2[CH:47]=[C:46]([C:48]([F:49])([F:50])[F:51])[N:45]=[N:44]2)=[C:6]([C:8]2[N:9]=[CH:10][N:11]([C@@H:15]3[C:31]4[CH:32]=[C:27]([CH:28]=[CH:29][N:30]=4)[C:26]4[C:22](=[CH:23][N:24]([C:33]5[CH:38]=[CH:37][N:36]=[C:35]([OH:39])[CH:34]=5)[N:25]=4)[NH:21][C:20](=[O:41])[C@H:19]([CH3:42])[CH2:18][CH2:17][CH2:16]3)[C:12](=[O:14])[CH:13]=2)[CH:7]=1.